This data is from Catalyst prediction with 721,799 reactions and 888 catalyst types from USPTO. The task is: Predict which catalyst facilitates the given reaction. (1) Reactant: [Cl:1][C:2]1[CH:3]=[CH:4][C:5]([CH:23]=O)=[C:6]([N:8]2[CH2:12][CH:11]3[CH2:13][N:14]([C:16]([O:18][C:19]([CH3:22])([CH3:21])[CH3:20])=[O:17])[CH2:15][CH:10]3[CH2:9]2)[CH:7]=1.Cl.[N:26]1([C:32]([O:34][CH:35]([C:40]([F:43])([F:42])[F:41])[C:36]([F:39])([F:38])[F:37])=[O:33])[CH2:31][CH2:30][NH:29][CH2:28][CH2:27]1.[BH-](OC(C)=O)(OC(C)=O)OC(C)=O.[Na+]. Product: [Cl:1][C:2]1[CH:3]=[CH:4][C:5]([CH2:23][N:29]2[CH2:30][CH2:31][N:26]([C:32]([O:34][CH:35]([C:36]([F:37])([F:38])[F:39])[C:40]([F:41])([F:43])[F:42])=[O:33])[CH2:27][CH2:28]2)=[C:6]([N:8]2[CH2:12][CH:11]3[CH2:13][N:14]([C:16]([O:18][C:19]([CH3:21])([CH3:20])[CH3:22])=[O:17])[CH2:15][CH:10]3[CH2:9]2)[CH:7]=1. The catalyst class is: 26. (2) Reactant: [CH:1]([NH:4][C:5]1[C:14]2[C:9](=[CH:10][C:11]([C:15]3[CH:20]=[CH:19][C:18]([S:21]([CH3:24])(=[O:23])=[O:22])=[CH:17][CH:16]=3)=[CH:12][CH:13]=2)[N:8]=[N:7][C:6]=1[C:25]([NH2:27])=O)([CH3:3])[CH3:2].C(N(CC)CC)C.O=P(Cl)(Cl)Cl. Product: [CH:1]([NH:4][C:5]1[C:14]2[C:9](=[CH:10][C:11]([C:15]3[CH:20]=[CH:19][C:18]([S:21]([CH3:24])(=[O:23])=[O:22])=[CH:17][CH:16]=3)=[CH:12][CH:13]=2)[N:8]=[N:7][C:6]=1[C:25]#[N:27])([CH3:3])[CH3:2]. The catalyst class is: 4. (3) Reactant: [Br:1][C:2]1[CH:3]=[N:4][C:5](I)=[N:6][CH:7]=1.[F:9][C:10]([F:22])([F:21])[O:11][C:12]1[CH:17]=[CH:16][C:15](B(O)O)=[CH:14][CH:13]=1.C(=O)([O-])[O-].[Na+].[Na+].O. Product: [Br:1][C:2]1[CH:3]=[N:4][C:5]([C:15]2[CH:14]=[CH:13][C:12]([O:11][C:10]([F:9])([F:21])[F:22])=[CH:17][CH:16]=2)=[N:6][CH:7]=1. The catalyst class is: 109. (4) Reactant: [C:1](Cl)(=[O:5])[CH2:2][CH2:3][CH3:4].[CH:7]1([CH2:13][C:14]2([N:24]([CH3:26])[CH3:25])[CH2:23][CH2:22][C:17]3([CH2:21][NH:20][CH2:19][CH2:18]3)[CH2:16][CH2:15]2)[CH2:12][CH2:11][CH2:10][CH2:9][CH2:8]1.C(N(CC)CC)C.C(=O)([O-])[O-].[K+].[K+]. Product: [CH:7]1([CH2:13][C:14]2([N:24]([CH3:25])[CH3:26])[CH2:23][CH2:22][C:17]3([CH2:18][CH2:19][N:20]([C:1](=[O:5])[CH2:2][CH2:3][CH3:4])[CH2:21]3)[CH2:16][CH2:15]2)[CH2:8][CH2:9][CH2:10][CH2:11][CH2:12]1. The catalyst class is: 2.